This data is from Retrosynthesis with 50K atom-mapped reactions and 10 reaction types from USPTO. The task is: Predict the reactants needed to synthesize the given product. (1) Given the product Ic1ccc(OC2CN(C3COC3)C2)cc1, predict the reactants needed to synthesize it. The reactants are: Ic1ccc(OC2CNC2)cc1.O=C1COC1. (2) Given the product CC(C)(C)OC(=O)c1cc(Cl)c(O[C@@H]2CCCN(C(=O)OC(C)(C)C)C2)cc1F, predict the reactants needed to synthesize it. The reactants are: CC(C)(C)OC(=O)N1CCC[C@@H](O)C1.CC(C)(C)OC(=O)c1cc(Cl)c(F)cc1F. (3) Given the product N#CCc1c(Cl)cccc1Oc1ccccc1, predict the reactants needed to synthesize it. The reactants are: Clc1cccc(Oc2ccccc2)c1CBr.[C-]#N. (4) Given the product Cn1ccnc1-c1cc2ccccc2o1, predict the reactants needed to synthesize it. The reactants are: CI.c1ccc2oc(-c3ncc[nH]3)cc2c1. (5) Given the product COC(=O)NCCOC(c1cccc(Cl)c1)c1cccc(C(=O)O)c1, predict the reactants needed to synthesize it. The reactants are: COC(=O)NCCOC(c1cccc(Cl)c1)c1cccc(C(=O)OC)c1. (6) Given the product Cn1c2c(c3ccc(-n4ccc(OCc5ccc(F)cn5)cc4=O)nc31)CCNCC2, predict the reactants needed to synthesize it. The reactants are: Cn1c2c(c3ccc(-n4ccc(OCc5ccc(F)cn5)cc4=O)nc31)CCN(C(=O)OC(C)(C)C)CC2. (7) Given the product C[C@@H](N=[N+]=[N-])c1oc2cccc(F)c2c(=O)c1-c1cccc(F)c1, predict the reactants needed to synthesize it. The reactants are: C[C@@H](N)c1oc2cccc(F)c2c(=O)c1-c1cccc(F)c1.[N-]=[N+]=[N-].